This data is from Full USPTO retrosynthesis dataset with 1.9M reactions from patents (1976-2016). The task is: Predict the reactants needed to synthesize the given product. (1) Given the product [Br:1][C:2]1[CH:10]=[CH:9][C:5]([C:6]([N:16]2[CH2:17][CH2:18][N:13]([CH3:12])[CH2:14][CH2:15]2)=[O:7])=[CH:4][C:3]=1[CH3:11], predict the reactants needed to synthesize it. The reactants are: [Br:1][C:2]1[CH:10]=[CH:9][C:5]([C:6](Cl)=[O:7])=[CH:4][C:3]=1[CH3:11].[CH3:12][N:13]1[CH2:18][CH2:17][NH:16][CH2:15][CH2:14]1. (2) The reactants are: [N+:1]([C:4]1[CH:12]=[C:11]([N+]([O-])=O)[CH:10]=[C:6](C(O)=O)[C:5]=1[OH:16])([O-:3])=[O:2].C1C=CC2N(O)N=NC=2C=1.CC(C)N=C=NC(C)C. Given the product [N+:1]([C:4]1[CH:12]=[CH:11][CH:10]=[CH:6][C:5]=1[OH:16])([O-:3])=[O:2], predict the reactants needed to synthesize it. (3) Given the product [CH3:1][O:2][C:3]([C:5]1[CH:31]=[CH:30][C:8]2[N:9]=[C:10]([NH:12][CH:13]3[CH2:14][CH2:15][N:16]([CH2:19][C:20]4[CH:25]=[C:24]5[C:23](=[C:22]([O:27][CH2:28][CH3:29])[CH:21]=4)[O:26][C:37]([CH3:47])([CH3:38])[CH:36]=[CH:35]5)[CH2:17][CH2:18]3)[O:11][C:7]=2[CH:6]=1)=[O:4], predict the reactants needed to synthesize it. The reactants are: [CH3:1][O:2][C:3]([C:5]1[CH:31]=[CH:30][C:8]2[N:9]=[C:10]([NH:12][CH:13]3[CH2:18][CH2:17][N:16]([CH2:19][C:20]4[CH:25]=[CH:24][C:23]([OH:26])=[C:22]([O:27][CH2:28][CH3:29])[CH:21]=4)[CH2:15][CH2:14]3)[O:11][C:7]=2[CH:6]=1)=[O:4].C(O[C:35]1[CH:36]=[C:37]([CH:47]=O)[CH:38]=C2C=1OC(C)(C)C=C2)C.C([BH3-])#N.[Na+].C(N(C(C)C)C(C)C)C. (4) The reactants are: Cl.[CH2:2]([N:4]([CH2:8][CH3:9])[CH2:5][CH2:6]Cl)[CH3:3].[CH2:10]([NH2:17])[C:11]1[CH:16]=[CH:15][CH:14]=[CH:13][CH:12]=1.C(N(CC)CC)C. Given the product [CH2:10]([NH:17][CH2:6][CH2:5][N:4]([CH2:2][CH3:3])[CH2:8][CH3:9])[C:11]1[CH:16]=[CH:15][CH:14]=[CH:13][CH:12]=1, predict the reactants needed to synthesize it. (5) Given the product [NH2:21][C:2]1[CH:3]=[CH:4][C:5]2[N:6]([CH:8]=[CH:9][C:10](=[O:20])[C:11]=2[C:12]2[C:17]([F:18])=[CH:16][CH:15]=[CH:14][C:13]=2[F:19])[N:7]=1, predict the reactants needed to synthesize it. The reactants are: Cl[C:2]1[CH:3]=[CH:4][C:5]2[N:6]([CH:8]=[CH:9][C:10](=[O:20])[C:11]=2[C:12]2[C:17]([F:18])=[CH:16][CH:15]=[CH:14][C:13]=2[F:19])[N:7]=1.[NH4+:21].[Cl-].[NH4+].[OH-]. (6) Given the product [OH:8][CH2:9][CH2:10][CH2:11][CH2:12][O:13][C:14]1[CH:15]=[C:16]([CH:37]=[CH:38][CH:39]=1)[CH2:17][NH:18][C:19]1[N:23]([C@@H:24]2[O:30][C@H:29]([CH2:31][OH:32])[C@@H:27]([OH:28])[C@H:25]2[OH:26])[C:22]2[CH:33]=[CH:34][CH:35]=[CH:36][C:21]=2[N:20]=1, predict the reactants needed to synthesize it. The reactants are: C([O:8][CH2:9][CH2:10][CH2:11][CH2:12][O:13][C:14]1[CH:15]=[C:16]([CH:37]=[CH:38][CH:39]=1)[CH2:17][NH:18][C:19]1[N:23]([C@@H:24]2[O:30][C@H:29]([CH2:31][OH:32])[C@@H:27]([OH:28])[C@H:25]2[OH:26])[C:22]2[CH:33]=[CH:34][CH:35]=[CH:36][C:21]=2[N:20]=1)C1C=CC=CC=1. (7) Given the product [I:16][C:8]1[C:7]2[C:11](=[CH:12][CH:13]=[C:5]([S:2]([CH3:1])(=[O:3])=[O:4])[CH:6]=2)[NH:10][N:9]=1, predict the reactants needed to synthesize it. The reactants are: [CH3:1][S:2]([C:5]1[CH:6]=[C:7]2[C:11](=[CH:12][CH:13]=1)[NH:10][N:9]=[CH:8]2)(=[O:4])=[O:3].[OH-].[K+].[I:16]I.O.